This data is from Forward reaction prediction with 1.9M reactions from USPTO patents (1976-2016). The task is: Predict the product of the given reaction. (1) Given the reactants [F:1][C:2]1[CH:14]=[CH:13][C:5]([C:6](=[O:12])[NH:7][CH2:8][C:9]([OH:11])=O)=[CH:4][CH:3]=1.[CH3:15][O:16][C:17]1[CH:22]=[CH:21][C:20]([CH:23]([NH2:34])[C:24]2[CH:29]=[CH:28][CH:27]=[C:26]([C:30]([F:33])([F:32])[F:31])[CH:25]=2)=[CH:19][CH:18]=1, predict the reaction product. The product is: [F:1][C:2]1[CH:3]=[CH:4][C:5]([C:6]([NH:7][CH2:8][C:9](=[O:11])[NH:34][CH:23]([C:20]2[CH:19]=[CH:18][C:17]([O:16][CH3:15])=[CH:22][CH:21]=2)[C:24]2[CH:29]=[CH:28][CH:27]=[C:26]([C:30]([F:32])([F:33])[F:31])[CH:25]=2)=[O:12])=[CH:13][CH:14]=1. (2) The product is: [Cl:1][C:2]1[C:7]([O:8][CH2:9][C:10]([N:12]2[CH2:17][CH2:16][C:15]3[N:18]=[C:19]4[S:23][C:22]([CH3:24])=[N:21][N:20]4[C:14]=3[CH:13]2[C:25]2[S:26][CH:27]=[C:28]([C:30]([NH:42][CH3:41])=[O:31])[N:29]=2)=[O:11])=[CH:6][CH:5]=[C:4]([N:35]2[CH2:36][CH2:37][O:38][CH2:39][CH2:40]2)[N:3]=1. Given the reactants [Cl:1][C:2]1[C:7]([O:8][CH2:9][C:10]([N:12]2[CH2:17][CH2:16][C:15]3[N:18]=[C:19]4[S:23][C:22]([CH3:24])=[N:21][N:20]4[C:14]=3[CH:13]2[C:25]2[S:26][CH:27]=[C:28]([C:30](OCC)=[O:31])[N:29]=2)=[O:11])=[CH:6][CH:5]=[C:4]([N:35]2[CH2:40][CH2:39][O:38][CH2:37][CH2:36]2)[N:3]=1.[CH3:41][NH2:42], predict the reaction product. (3) Given the reactants [C:1]1(=[O:8])[CH2:6][CH2:5][CH2:4][C:3](=[O:7])[CH2:2]1.C([O-])([O-])=O.[Na+].[Na+].[O:15](S(C(F)(F)F)(=O)=O)[S:16]([C:19]([F:22])([F:21])[F:20])(=O)=[O:17], predict the reaction product. The product is: [F:20][C:19]([F:22])([F:21])[S:16]([O:7][C:3]1[CH2:4][CH2:5][CH2:6][C:1](=[O:8])[CH:2]=1)(=[O:17])=[O:15]. (4) Given the reactants [CH:1]1([N:5]2[C:14]3[N:13]=[C:12]([N:15]4[CH:19]=[CH:18][N:17]=[CH:16]4)[N:11]=[CH:10][C:9]=3[N:8]([CH3:20])[C:7](=[O:21])[C@H:6]2[CH2:22][CH3:23])[CH2:4][CH2:3][CH2:2]1.[CH2:24]1[C:29](=[O:30])[N:28](I)[C:26](=[O:27])[CH2:25]1, predict the reaction product. The product is: [CH:1]1([N:5]2[C:14]3[N:13]=[C:12]([N:15]4[CH:19]=[CH:18][N:17]=[C:16]4[N:28]4[C:29](=[O:30])[CH2:24][CH2:25][C:26]4=[O:27])[N:11]=[CH:10][C:9]=3[N:8]([CH3:20])[C:7](=[O:21])[C@H:6]2[CH2:22][CH3:23])[CH2:2][CH2:3][CH2:4]1.